Dataset: Reaction yield outcomes from USPTO patents with 853,638 reactions. Task: Predict the reaction yield, written as a fraction of the theoretical maximum amount of product (1.0 means a 100% yield; for example, 0.34 means a 34% yield). (1) The catalyst is O1CCCC1. The reactants are [C:1]([N:4]1[C:13]2[C:8](=[CH:9][C:10]([C:14]([O:16]CC)=[O:15])=[CH:11][CH:12]=2)[C@H:7]([NH:19][C:20]([O:22][CH2:23][C:24]2[CH:29]=[CH:28][CH:27]=[CH:26][CH:25]=2)=[O:21])[C@@H:6]([CH3:30])[C@@H:5]1[CH:31]1[CH2:33][CH2:32]1)(=[O:3])[CH3:2].C(N1C2C(=CC(C(OCC)=O)=CC=2)[C@H](NC(OCC2C=CC=CC=2)=O)[C@H](C)[C@@H]1C1CC1)(=O)C.[OH-].[Li+].O. The product is [C:1]([N:4]1[C:13]2[C:8](=[CH:9][C:10]([C:14]([OH:16])=[O:15])=[CH:11][CH:12]=2)[C@H:7]([NH:19][C:20]([O:22][CH2:23][C:24]2[CH:29]=[CH:28][CH:27]=[CH:26][CH:25]=2)=[O:21])[C@@H:6]([CH3:30])[C@@H:5]1[CH:31]1[CH2:32][CH2:33]1)(=[O:3])[CH3:2]. The yield is 0.980. (2) The reactants are [C:1]([O:5][C:6]([N:8]1[CH2:13][CH2:12][C@H:11]([NH:14]CC2C=CC=CC=2)[C@H:10]([F:22])[CH2:9]1)=[O:7])([CH3:4])([CH3:3])[CH3:2].[H][H]. The catalyst is CO.[Pd]. The product is [C:1]([O:5][C:6]([N:8]1[CH2:13][CH2:12][C@H:11]([NH2:14])[C@H:10]([F:22])[CH2:9]1)=[O:7])([CH3:4])([CH3:2])[CH3:3]. The yield is 0.850. (3) The reactants are C([O:3][C:4](=O)[NH:5][CH2:6][CH2:7][C:8]1[CH:13]=[CH:12][CH:11]=[C:10]([C:14]([F:17])([F:16])[F:15])[CH:9]=1)C.O=P12OP3(OP(OP(O3)(O1)=O)(=O)O2)=O. The catalyst is O=P(Cl)(Cl)Cl. The product is [F:15][C:14]([F:17])([F:16])[C:10]1[CH:9]=[C:8]2[C:13](=[CH:12][CH:11]=1)[C:4](=[O:3])[NH:5][CH2:6][CH2:7]2. The yield is 0.157. (4) The reactants are [CH3:1][N:2]1[CH2:7][CH2:6][N:5]([C:8]2[CH2:9][C:10]([N:19]3[CH2:24][CH2:23][N:22]([CH3:25])[CH2:21][CH2:20]3)=[N:11][C:12]3[CH:18]=[CH:17][CH:16]=[CH:15][C:13]=3[N:14]=2)[CH2:4][CH2:3]1.[CH:26]([N-]C(C)C)([CH3:28])[CH3:27].[Li+].C(=O)CC.C(N(CC)CC)C.N1C=CC=CC=1.FC(F)(F)C(OC(=O)C(F)(F)F)=O.[OH-].[Na+]. The catalyst is O1CCCC1.CO. The product is [CH3:1][N:2]1[CH2:3][CH2:4][N:5]([C:8]2[C:9](=[CH:27][CH2:26][CH3:28])[C:10]([N:19]3[CH2:20][CH2:21][N:22]([CH3:25])[CH2:23][CH2:24]3)=[N:11][C:12]3[CH:18]=[CH:17][CH:16]=[CH:15][C:13]=3[N:14]=2)[CH2:6][CH2:7]1. The yield is 0.890. (5) The reactants are [Cl:1][C:2]1[CH:28]=[CH:27][C:5]([CH2:6][NH:7][C:8]([NH:16][C:17]2[CH:22]=[CH:21][C:20]([O:23][CH:24]([CH3:26])[CH3:25])=[CH:19][CH:18]=2)=[N:9][C:10]([NH:12][CH:13]([CH3:15])[CH3:14])=[S:11])=[CH:4][CH:3]=1.N[C:30](N)=[S:31].C(Cl)(Cl)=S.C(OCC)(=O)C. The catalyst is C1COCC1. The product is [Cl:1][C:2]1[CH:28]=[CH:27][C:5]([CH2:6][N:7]2[C:8](=[N:16][C:17]3[CH:18]=[CH:19][C:20]([O:23][CH:24]([CH3:26])[CH3:25])=[CH:21][CH:22]=3)[NH:9][C:10](=[S:11])[N:12]([CH:13]([CH3:15])[CH3:14])[C:30]2=[S:31])=[CH:4][CH:3]=1. The yield is 0.0680. (6) The reactants are CC(C)([O-])C.[K+].[Cl:7][C:8]1[CH:9]=[C:10]([C:15]#[C:16][Si](C)(C)C)[C:11]([NH2:14])=[N:12][CH:13]=1. The catalyst is CN1CCCC1=O.[Cl-].[Na+].O. The product is [Cl:7][C:8]1[CH:9]=[C:10]2[CH:15]=[CH:16][NH:14][C:11]2=[N:12][CH:13]=1. The yield is 0.410. (7) The reactants are [Cl:1][C:2]1[N:3]=[N:4][C:5](Cl)=[CH:6][C:7]=1[C:8]1[CH:13]=[CH:12][CH:11]=[CH:10][CH:9]=1.[NH4+:15].[OH-]. No catalyst specified. The product is [Cl:1][C:2]1[N:3]=[N:4][C:5]([NH2:15])=[CH:6][C:7]=1[C:8]1[CH:13]=[CH:12][CH:11]=[CH:10][CH:9]=1. The yield is 0.560.